This data is from Reaction yield outcomes from USPTO patents with 853,638 reactions. The task is: Predict the reaction yield, written as a fraction of the theoretical maximum amount of product (1.0 means a 100% yield; for example, 0.34 means a 34% yield). The catalyst is CN(C=O)C.O. The yield is 0.530. The reactants are [OH:1][C:2]1[CH:9]=[CH:8][C:7]([O:10][CH3:11])=[CH:6][C:3]=1[CH:4]=O.Cl[CH2:13][C:14]([O:16][CH2:17][CH3:18])=[O:15].C([O-])([O-])=O.[K+].[K+]. The product is [CH3:11][O:10][C:7]1[CH:8]=[CH:9][C:2]2[O:1][C:13]([C:14]([O:16][CH2:17][CH3:18])=[O:15])=[CH:4][C:3]=2[CH:6]=1.